Task: Predict the reactants needed to synthesize the given product.. Dataset: Full USPTO retrosynthesis dataset with 1.9M reactions from patents (1976-2016) (1) Given the product [CH3:1][O:2][C:3](=[O:14])[C:4]1[CH:9]=[CH:8][C:7]([NH:27][CH2:26][CH2:25][C:24]#[N:23])=[C:6]([N+:11]([O-:13])=[O:12])[CH:5]=1, predict the reactants needed to synthesize it. The reactants are: [CH3:1][O:2][C:3](=[O:14])[C:4]1[CH:9]=[CH:8][C:7](F)=[C:6]([N+:11]([O-:13])=[O:12])[CH:5]=1.C(O)(=O)/C=C/C(O)=O.[NH2:23][CH2:24][CH2:25][C:26]#[N:27].CCN(C(C)C)C(C)C. (2) Given the product [CH2:18]([O:1][C:2]1[NH:6][N:5]=[C:4]([C:7]([O:9][CH2:10][CH3:11])=[O:8])[CH:3]=1)[CH3:19], predict the reactants needed to synthesize it. The reactants are: [OH:1][C:2]1[NH:6][N:5]=[C:4]([C:7]([O:9][CH2:10][CH3:11])=[O:8])[CH:3]=1.C(=O)([O-])[O-].[K+].[K+].[CH2:18](I)[CH3:19].O. (3) Given the product [C:35]([C:34]1[CH:38]=[CH:39][C:31]([NH:30][C:28]([C@H:9]2[C@H:8]([C:4]3[CH:5]=[CH:6][CH:7]=[C:2]([Cl:1])[C:3]=3[F:44])[C@:12]([C:15]3[CH:20]=[CH:19][C:18]([Cl:21])=[CH:17][C:16]=3[F:22])([C:13]#[N:14])[C@H:11]([CH2:23][C:24]([CH3:27])([CH3:26])[CH3:25])[NH:10]2)=[O:29])=[CH:32][C:33]=1[C:40]([F:43])([F:42])[F:41])(=[O:37])[NH2:46], predict the reactants needed to synthesize it. The reactants are: [Cl:1][C:2]1[C:3]([F:44])=[C:4]([C@@H:8]2[C@:12]([C:15]3[CH:20]=[CH:19][C:18]([Cl:21])=[CH:17][C:16]=3[F:22])([C:13]#[N:14])[C@H:11]([CH2:23][C:24]([CH3:27])([CH3:26])[CH3:25])[NH:10][C@H:9]2[C:28]([NH:30][C:31]2[CH:39]=[CH:38][C:34]([C:35]([OH:37])=O)=[C:33]([C:40]([F:43])([F:42])[F:41])[CH:32]=2)=[O:29])[CH:5]=[CH:6][CH:7]=1.C[N:46](C(ON1N=NC2C=CC=NC1=2)=[N+](C)C)C.F[P-](F)(F)(F)(F)F.CCN(C(C)C)C(C)C.Cl.N. (4) Given the product [NH2:33][C:34]1[S:38][C:37]([C:39]2[CH:44]=[C:43]([CH3:45])[CH:42]=[CH:41][C:40]=2[F:46])=[N:36][C:35]=1[C:47]([NH:23][C:18]1[CH:19]=[N:20][N:21]([CH3:22])[C:17]=1[C@@H:5]1[CH2:6][CH2:7][C@@H:8]([NH2:9])[C@H:2]([F:1])[CH2:3][O:4]1)=[O:48], predict the reactants needed to synthesize it. The reactants are: [F:1][C@H:2]1[C@H:8]([NH:9]C(=O)OC(C)(C)C)[CH2:7][CH2:6][C@@H:5]([C:17]2[N:21]([CH3:22])[N:20]=[CH:19][C:18]=2[N+:23]([O-])=O)[O:4][CH2:3]1.C(OC([NH:33][C:34]1[S:38][C:37]([C:39]2[CH:44]=[C:43]([CH3:45])[CH:42]=[CH:41][C:40]=2[F:46])=[N:36][C:35]=1[C:47](O)=[O:48])=O)(C)(C)C.